Dataset: Catalyst prediction with 721,799 reactions and 888 catalyst types from USPTO. Task: Predict which catalyst facilitates the given reaction. (1) Reactant: [CH3:1][O:2][C:3]1[CH:4]=[C:5]([CH:29]=[CH:30][C:31]=1[O:32][CH3:33])[CH2:6][NH:7][C:8]1[N:13]2[N:14]=[C:15]([C:17]3[O:18][CH:19]=[CH:20][CH:21]=3)[N:16]=[C:12]2[CH:11]=[C:10]([CH:22]=[CH:23][C:24](OCC)=[O:25])[N:9]=1.C1(C)C=CC=CC=1.[H-].C([Al+]C(C)C)(C)C.[C@H](O)(C([O-])=O)[C@@H](O)C([O-])=O.[Na+].[K+]. Product: [CH3:1][O:2][C:3]1[CH:4]=[C:5]([CH:29]=[CH:30][C:31]=1[O:32][CH3:33])[CH2:6][NH:7][C:8]1[N:13]2[N:14]=[C:15]([C:17]3[O:18][CH:19]=[CH:20][CH:21]=3)[N:16]=[C:12]2[CH:11]=[C:10](/[CH:22]=[CH:23]/[CH2:24][OH:25])[N:9]=1. The catalyst class is: 96. (2) Reactant: [CH:1]1[C:13]2[NH:12][C:11]3[C:6](=[CH:7][CH:8]=[CH:9][CH:10]=3)[C:5]=2[CH:4]=[CH:3][CH:2]=1.[Br:14][C:15]1[CH:20]=[CH:19][C:18]([C:21]2[CH:26]=[CH:25][C:24](Br)=[CH:23][CH:22]=2)=[CH:17][CH:16]=1.C1OCCOCCOCCOCCOCCOC1.C(=O)([O-])[O-].[K+].[K+]. Product: [Br:14][C:15]1[CH:16]=[CH:17][C:18]([C:21]2[CH:26]=[CH:25][C:24]([N:12]3[C:11]4[CH:10]=[CH:9][CH:8]=[CH:7][C:6]=4[C:5]4[C:13]3=[CH:1][CH:2]=[CH:3][CH:4]=4)=[CH:23][CH:22]=2)=[CH:19][CH:20]=1. The catalyst class is: 536. (3) Reactant: [F:1][C:2]1[CH:9]=[CH:8][C:5]([C:6]#[N:7])=[CH:4][C:3]=1[CH:10]([OH:19])[CH2:11][CH2:12][C:13]1[CH:18]=[CH:17][CH:16]=[CH:15][CH:14]=1.N1C=CC=C(S(O)(=O)=O)C=1.C(N(CC)CC)C.O. Product: [F:1][C:2]1[CH:9]=[CH:8][C:5]([C:6]#[N:7])=[CH:4][C:3]=1[C:10](=[O:19])[CH2:11][CH2:12][C:13]1[CH:14]=[CH:15][CH:16]=[CH:17][CH:18]=1. The catalyst class is: 16. (4) Reactant: [NH2:1][C:2]1[N:7]=[C:6]([CH3:8])[C:5]([CH2:9][CH2:10][CH2:11][NH:12]C(=O)OC(C)(C)C)=[C:4]([NH:20][CH2:21][CH2:22][CH2:23][CH2:24][CH3:25])[N:3]=1.C(O)(C(F)(F)F)=O. Product: [NH2:12][CH2:11][CH2:10][CH2:9][C:5]1[C:4]([NH:20][CH2:21][CH2:22][CH2:23][CH2:24][CH3:25])=[N:3][C:2]([NH2:1])=[N:7][C:6]=1[CH3:8]. The catalyst class is: 2. (5) Reactant: [Cl:1][C:2]1[CH:3]=[CH:4][C:5]([O:10][CH2:11][CH:12]2[CH2:14][O:13]2)=[C:6]([CH:9]=1)C=O.C1C=C(Cl)C=C(C(OO)=[O:23])C=1. The catalyst class is: 2. Product: [Cl:1][C:2]1[CH:3]=[CH:4][C:5]([O:10][CH2:11][CH:12]2[CH2:14][O:13]2)=[C:6]([OH:23])[CH:9]=1. (6) Reactant: [NH2:1][C:2]1[C:3]([C:16]([OH:18])=O)=[N:4][C:5]([CH2:8][N:9]2[C:14](=[O:15])[CH:13]=[CH:12][CH:11]=[N:10]2)=[CH:6][N:7]=1.Cl.CN(C)CCCN=C=NCC.ON1C2C=CC=CC=2N=N1.[NH2:41][C:42]1[S:43][C:44]([CH3:47])=[CH:45][N:46]=1. Product: [NH2:1][C:2]1[C:3]([C:16]([NH:41][C:42]2[S:43][C:44]([CH3:47])=[CH:45][N:46]=2)=[O:18])=[N:4][C:5]([CH2:8][N:9]2[C:14](=[O:15])[CH:13]=[CH:12][CH:11]=[N:10]2)=[CH:6][N:7]=1. The catalyst class is: 145. (7) Reactant: Br[C:2]1[S:3][C:4]([S:17]([N:20]2[CH2:25][CH2:24][O:23][CH2:22][CH2:21]2)(=[O:19])=[O:18])=[CH:5][C:6]=1[C:7]1[S:11][C:10]([NH:12][C:13](=[O:15])[CH3:14])=[N:9][C:8]=1[CH3:16].C([Li])CCC.O. Product: [CH3:16][C:8]1[N:9]=[C:10]([NH:12][C:13](=[O:15])[CH3:14])[S:11][C:7]=1[C:6]1[CH:5]=[C:4]([S:17]([N:20]2[CH2:25][CH2:24][O:23][CH2:22][CH2:21]2)(=[O:19])=[O:18])[S:3][CH:2]=1. The catalyst class is: 1.